This data is from Reaction yield outcomes from USPTO patents with 853,638 reactions. The task is: Predict the reaction yield, written as a fraction of the theoretical maximum amount of product (1.0 means a 100% yield; for example, 0.34 means a 34% yield). (1) The reactants are [N:1]1([C:7]2[CH:12]=[CH:11][C:10]([NH2:13])=[CH:9][CH:8]=2)[CH2:6][CH2:5][O:4][CH2:3][CH2:2]1.[CH2:14]([N:18]1[CH2:23][CH2:22][N:21]([C:24]2[CH:25]=[C:26]([O:37][CH3:38])[CH:27]=[C:28]3[C:33]=2[O:32][CH:31]([C:34](O)=[O:35])[CH2:30][CH2:29]3)[CH2:20][CH2:19]1)[CH2:15][CH2:16][CH3:17]. No catalyst specified. The product is [CH2:14]([N:18]1[CH2:19][CH2:20][N:21]([C:24]2[CH:25]=[C:26]([O:37][CH3:38])[CH:27]=[C:28]3[C:33]=2[O:32][CH:31]([C:34]([NH:13][C:10]2[CH:9]=[CH:8][C:7]([N:1]4[CH2:2][CH2:3][O:4][CH2:5][CH2:6]4)=[CH:12][CH:11]=2)=[O:35])[CH2:30][CH2:29]3)[CH2:22][CH2:23]1)[CH2:15][CH2:16][CH3:17]. The yield is 0.150. (2) The reactants are [NH2:1][C:2]([NH:4][C:5]1[NH:6][C:7]([C:13]2[CH:22]=[CH:21][C:20]3[C:15](=[CH:16][CH:17]=[CH:18][CH:19]=3)[CH:14]=2)=[CH:8][C:9]=1[C:10]([NH2:12])=[O:11])=[O:3].[Cl:23]N1C(=O)CCC1=O.O. The catalyst is CN(C)C=O. The product is [NH2:1][C:2]([NH:4][C:5]1[NH:6][C:7]([C:13]2[CH:22]=[CH:21][C:20]3[C:15](=[CH:16][CH:17]=[CH:18][CH:19]=3)[CH:14]=2)=[C:8]([Cl:23])[C:9]=1[C:10]([NH2:12])=[O:11])=[O:3]. The yield is 0.450. (3) The reactants are [NH2:1][C:2]1[C:7]([C:8]2[N:17]([C:18]3[CH:23]=[CH:22][C:21]([C:24]4([NH:28][C:29](=[O:35])[O:30][C:31]([CH3:34])([CH3:33])[CH3:32])[CH2:27][CH2:26][CH2:25]4)=[CH:20][CH:19]=3)[C:11]3=[N:12][C:13](Cl)=[CH:14][CH:15]=[C:10]3[N:9]=2)=[CH:6][CH:5]=[CH:4][N:3]=1.[CH3:36][N:37]([CH:41]1[CH2:46][CH2:45][N:44]([C:47]2[CH:52]=[CH:51][CH:50]=[C:49](B3OC(C)(C)C(C)(C)O3)[CH:48]=2)[CH2:43][CH2:42]1)[C:38](=[O:40])[CH3:39].C([O-])([O-])=O.[Na+].[Na+]. The catalyst is CN(C=O)C.CCOC(C)=O.CC(P(C(C)(C)C)C1C=CC(N(C)C)=CC=1)(C)C.CC(P(C(C)(C)C)C1C=CC(N(C)C)=CC=1)(C)C.Cl[Pd]Cl. The product is [NH2:1][C:2]1[C:7]([C:8]2[N:17]([C:18]3[CH:23]=[CH:22][C:21]([C:24]4([NH:28][C:29](=[O:35])[O:30][C:31]([CH3:34])([CH3:33])[CH3:32])[CH2:27][CH2:26][CH2:25]4)=[CH:20][CH:19]=3)[C:11]3=[N:12][C:13]([C:49]4[CH:50]=[CH:51][CH:52]=[C:47]([N:44]5[CH2:43][CH2:42][CH:41]([N:37]([CH3:36])[C:38](=[O:40])[CH3:39])[CH2:46][CH2:45]5)[CH:48]=4)=[CH:14][CH:15]=[C:10]3[N:9]=2)=[CH:6][CH:5]=[CH:4][N:3]=1. The yield is 0.180. (4) The reactants are [CH:1]([C:4]1[CH:18]=[C:17]([O:19][CH3:20])[C:16]([O:21][CH3:22])=[CH:15][C:5]=1[CH:6]=NC(C(C)C)C(C)C)([CH3:3])[CH3:2].Cl.C1C[O:27]CC1. No catalyst specified. The product is [CH:1]([C:4]1[CH:18]=[C:17]([O:19][CH3:20])[C:16]([O:21][CH3:22])=[CH:15][C:5]=1[CH:6]=[O:27])([CH3:3])[CH3:2]. The yield is 0.430. (5) The reactants are C([O:3][C:4](=O)[CH2:5][CH2:6][CH2:7][N:8]1[CH2:13][CH2:12][CH:11]([O:14][CH:15]([C:22]2[CH:27]=[CH:26][CH:25]=[CH:24][CH:23]=2)[C:16]2[CH:21]=[CH:20][CH:19]=[CH:18][CH:17]=2)[CH2:10][CH2:9]1)C.[H-].[H-].[H-].[H-].[Li+].[Al+3].O. The catalyst is CCOCC. The product is [CH:15]([O:14][CH:11]1[CH2:12][CH2:13][N:8]([CH2:7][CH2:6][CH2:5][CH2:4][OH:3])[CH2:9][CH2:10]1)([C:22]1[CH:27]=[CH:26][CH:25]=[CH:24][CH:23]=1)[C:16]1[CH:21]=[CH:20][CH:19]=[CH:18][CH:17]=1. The yield is 0.430. (6) The reactants are [O:1]1[C:6]2[CH:7]=[CH:8][C:9](B(O)O)=[CH:10][C:5]=2[O:4][CH2:3][CH2:2]1.I[C:15]1[C:23]2[C:18](=[N:19][CH:20]=[N:21][C:22]=2[NH2:24])[N:17]([CH:25]([CH3:27])[CH3:26])[N:16]=1.C([O-])([O-])=O.[Na+].[Na+]. The catalyst is CCO.COCCOC.C1C=CC([P]([Pd]([P](C2C=CC=CC=2)(C2C=CC=CC=2)C2C=CC=CC=2)([P](C2C=CC=CC=2)(C2C=CC=CC=2)C2C=CC=CC=2)[P](C2C=CC=CC=2)(C2C=CC=CC=2)C2C=CC=CC=2)(C2C=CC=CC=2)C2C=CC=CC=2)=CC=1. The product is [O:1]1[CH2:2][CH2:3][O:4][C:5]2[CH:10]=[C:9]([C:15]3[C:23]4[C:18](=[N:19][CH:20]=[N:21][C:22]=4[NH2:24])[N:17]([CH:25]([CH3:27])[CH3:26])[N:16]=3)[CH:8]=[CH:7][C:6]1=2. The yield is 0.150.